This data is from NCI-60 drug combinations with 297,098 pairs across 59 cell lines. The task is: Regression. Given two drug SMILES strings and cell line genomic features, predict the synergy score measuring deviation from expected non-interaction effect. (1) Drug 1: C1=CC(=CC=C1CCC2=CNC3=C2C(=O)NC(=N3)N)C(=O)NC(CCC(=O)O)C(=O)O. Drug 2: CC1=C(C(=CC=C1)Cl)NC(=O)C2=CN=C(S2)NC3=CC(=NC(=N3)C)N4CCN(CC4)CCO. Cell line: CCRF-CEM. Synergy scores: CSS=52.4, Synergy_ZIP=3.79, Synergy_Bliss=2.18, Synergy_Loewe=-2.91, Synergy_HSA=0.386. (2) Drug 1: CC(CN1CC(=O)NC(=O)C1)N2CC(=O)NC(=O)C2. Drug 2: CC1C(C(CC(O1)OC2CC(OC(C2O)C)OC3=CC4=CC5=C(C(=O)C(C(C5)C(C(=O)C(C(C)O)O)OC)OC6CC(C(C(O6)C)O)OC7CC(C(C(O7)C)O)OC8CC(C(C(O8)C)O)(C)O)C(=C4C(=C3C)O)O)O)O. Cell line: HOP-62. Synergy scores: CSS=3.16, Synergy_ZIP=-0.672, Synergy_Bliss=4.68, Synergy_Loewe=4.21, Synergy_HSA=4.05.